This data is from Reaction yield outcomes from USPTO patents with 853,638 reactions. The task is: Predict the reaction yield, written as a fraction of the theoretical maximum amount of product (1.0 means a 100% yield; for example, 0.34 means a 34% yield). (1) The reactants are [C:1]([OH:6])(=[O:5])[C:2]([OH:4])=[O:3].[CH2:7]([C:12]1([C:16]2[CH:21]=[CH:20][CH:19]=[CH:18][CH:17]=2)[CH2:15][NH:14][CH2:13]1)[CH2:8][CH2:9][CH2:10][CH3:11]. The catalyst is O.C1COCC1.[Rh]. The product is [C:1]([OH:6])(=[O:5])[C:2]([OH:4])=[O:3].[CH:16]1([C:12]2([CH2:7][CH2:8][CH2:9][CH2:10][CH3:11])[CH2:13][NH:14][CH2:15]2)[CH2:17][CH2:18][CH2:19][CH2:20][CH2:21]1. The yield is 0.640. (2) The reactants are [Cl:1][C:2]1[S:6][C:5]([S:7]([NH:10][C:11]2[CH:19]=[CH:18][C:14]([C:15]([OH:17])=[O:16])=[C:13]([OH:20])[CH:12]=2)(=[O:9])=[O:8])=[CH:4][C:3]=1[C:21]1[CH:26]=[CH:25][CH:24]=[CH:23][CH:22]=1.[CH3:27][O:28][CH2:29][CH:30](O)[CH3:31]. No catalyst specified. The product is [Cl:1][C:2]1[S:6][C:5]([S:7]([NH:10][C:11]2[CH:19]=[CH:18][C:14]([C:15]([O:17][CH:30]([CH3:31])[CH2:29][O:28][CH3:27])=[O:16])=[C:13]([OH:20])[CH:12]=2)(=[O:9])=[O:8])=[CH:4][C:3]=1[C:21]1[CH:22]=[CH:23][CH:24]=[CH:25][CH:26]=1. The yield is 0.690. (3) The reactants are [NH2:1][N:2]1[CH:7]=[CH:6][CH:5]=[CH:4][C:3]1=[NH2+:8].CC1C=C(C)C=C(C)C=1S([O-])(=O)=O.[OH-].[Na+].[OH:24][CH2:25][C:26](OC)=O. The catalyst is CCO. The product is [N:8]1[C:26]([CH2:25][OH:24])=[N:1][N:2]2[CH:7]=[CH:6][CH:5]=[CH:4][C:3]=12. The yield is 0.590. (4) The reactants are C1COCC1.[Br:6][C:7]1[CH:8]=[C:9]2[C:14](=[CH:15][CH:16]=1)[CH:13]=[C:12]([C:17](O)=[O:18])[CH:11]=[CH:10]2.B.C1COCC1. The catalyst is O. The product is [Br:6][C:7]1[CH:8]=[C:9]2[C:14](=[CH:15][CH:16]=1)[CH:13]=[C:12]([CH2:17][OH:18])[CH:11]=[CH:10]2. The yield is 0.770. (5) The reactants are [Br:1][C:2]1[CH:10]=[C:9](/[CH:11]=[CH:12]/[CH:13]([C:18]2[CH:23]=[C:22]([Cl:24])[C:21]([Cl:25])=[C:20]([Cl:26])[CH:19]=2)[C:14]([F:17])([F:16])[F:15])[CH:8]=[CH:7][C:3]=1[C:4](O)=[O:5].ClCCCl.CCN=C=NCCCN(C)C.Cl.Cl.[F:44][C:45]([F:53])([F:52])[CH2:46][NH:47][C:48]([NH:50][NH2:51])=[O:49]. The catalyst is CN(C1C=CN=CC=1)C.C(Cl)Cl. The product is [Br:1][C:2]1[CH:10]=[C:9](/[CH:11]=[CH:12]/[CH:13]([C:18]2[CH:19]=[C:20]([Cl:26])[C:21]([Cl:25])=[C:22]([Cl:24])[CH:23]=2)[C:14]([F:17])([F:16])[F:15])[CH:8]=[CH:7][C:3]=1[C:4]([NH:51][NH:50][C:48]([NH:47][CH2:46][C:45]([F:53])([F:52])[F:44])=[O:49])=[O:5]. The yield is 0.260. (6) The reactants are [Br:1][C:2]1[S:6][C:5]2=[C:7]([C:10](Cl)=[O:11])[N:8]=[CH:9][N:4]2[CH:3]=1.[H-].[Cl-].[NH4+]. No catalyst specified. The product is [Br:1][C:2]1[S:6][C:5]2=[C:7]([CH:10]=[O:11])[N:8]=[CH:9][N:4]2[CH:3]=1. The yield is 0.310. (7) The reactants are CN(C(ON1N=NC2C=CC=NC1=2)=[N+](C)C)C.F[P-](F)(F)(F)(F)F.[C:25]([O:29][C:30]([NH:32][C@@H:33]([C@H:45]([CH3:53])[CH2:46][CH:47]([CH3:52])[CH2:48][CH2:49][CH:50]=[CH2:51])[C:34]([N:36]1[CH2:40][C@H:39]([OH:41])[CH2:38][C@H:37]1[C:42](O)=[O:43])=[O:35])=[O:31])([CH3:28])([CH3:27])[CH3:26].Cl.[NH2:55][C@:56]1([C:61]([O:63][CH3:64])=[O:62])[CH2:58][C@H:57]1[CH:59]=[CH2:60].CCN(C(C)C)C(C)C. The catalyst is C(Cl)Cl. The product is [C:25]([O:29][C:30]([NH:32][C@@H:33]([C@H:45]([CH3:53])[CH2:46][CH:47]([CH3:52])[CH2:48][CH2:49][CH:50]=[CH2:51])[C:34]([N:36]1[CH2:40][C@H:39]([OH:41])[CH2:38][C@H:37]1[C:42]([NH:55][C@:56]1([C:61]([O:63][CH3:64])=[O:62])[CH2:58][C@H:57]1[CH:59]=[CH2:60])=[O:43])=[O:35])=[O:31])([CH3:28])([CH3:27])[CH3:26]. The yield is 0.910. (8) The catalyst is CO. The product is [Cl:44][C:14]1[CH:13]=[C:12]([NH:11][C:8]2[N:7]=[C:6]([NH2:5])[NH:10][N:9]=2)[CH:17]=[C:16]([C:18]([F:21])([F:19])[F:20])[C:15]=1[C:22]1[CH:27]=[CH:26][C:25]([S:28]([N:31]2[CH2:32][CH2:33][NH:34][CH2:35][CH2:36]2)(=[O:29])=[O:30])=[CH:24][CH:23]=1. The reactants are C(Cl)(C)=O.[NH2:5][C:6]1[NH:10][N:9]=[C:8]([NH:11][C:12]2[CH:17]=[C:16]([C:18]([F:21])([F:20])[F:19])[C:15]([C:22]3[CH:27]=[CH:26][C:25]([S:28]([N:31]4[CH2:36][CH2:35][N:34](C(OC(C)(C)C)=O)[CH2:33][CH2:32]4)(=[O:30])=[O:29])=[CH:24][CH:23]=3)=[C:14]([Cl:44])[CH:13]=2)[N:7]=1. The yield is 0.870. (9) The reactants are F[C:2]1[CH:7]=[CH:6][CH:5]=[CH:4][C:3]=1[N+:8]([O-:10])=[O:9].[NH2:11][C:12]1[CH:21]=[CH:20][C:15]([C:16]([O:18][CH3:19])=[O:17])=[CH:14][CH:13]=1.CC(C)([O-])C.[K+]. The catalyst is CS(C)=O. The product is [N+:8]([C:3]1[CH:4]=[CH:5][CH:6]=[CH:7][C:2]=1[NH:11][C:12]1[CH:13]=[CH:14][C:15]([C:16]([O:18][CH3:19])=[O:17])=[CH:20][CH:21]=1)([O-:10])=[O:9]. The yield is 0.560. (10) The reactants are [C:1]([O:5][C:6]([C:8]1[O:9][C:10]2[CH:17]=[CH:16][CH:15]=[C:14]([OH:18])[C:11]=2[C:12]=1[CH3:13])=[O:7])([CH3:4])([CH3:3])[CH3:2].[I:19]N1C(=O)CCC1=O. The catalyst is C(Cl)(Cl)(Cl)Cl. The product is [C:1]([O:5][C:6]([C:8]1[O:9][C:10]2[CH:17]=[CH:16][C:15]([I:19])=[C:14]([OH:18])[C:11]=2[C:12]=1[CH3:13])=[O:7])([CH3:4])([CH3:2])[CH3:3]. The yield is 0.380.